This data is from NCI-60 drug combinations with 297,098 pairs across 59 cell lines. The task is: Regression. Given two drug SMILES strings and cell line genomic features, predict the synergy score measuring deviation from expected non-interaction effect. (1) Drug 1: CCN(CC)CCCC(C)NC1=C2C=C(C=CC2=NC3=C1C=CC(=C3)Cl)OC. Drug 2: CCC1(C2=C(COC1=O)C(=O)N3CC4=CC5=C(C=CC(=C5CN(C)C)O)N=C4C3=C2)O.Cl. Cell line: UO-31. Synergy scores: CSS=15.6, Synergy_ZIP=-3.81, Synergy_Bliss=3.86, Synergy_Loewe=-22.4, Synergy_HSA=-1.13. (2) Drug 1: CC12CCC3C(C1CCC2O)C(CC4=C3C=CC(=C4)O)CCCCCCCCCS(=O)CCCC(C(F)(F)F)(F)F. Drug 2: B(C(CC(C)C)NC(=O)C(CC1=CC=CC=C1)NC(=O)C2=NC=CN=C2)(O)O. Cell line: M14. Synergy scores: CSS=8.97, Synergy_ZIP=0.881, Synergy_Bliss=2.15, Synergy_Loewe=-51.4, Synergy_HSA=0.664. (3) Drug 1: C(=O)(N)NO. Drug 2: CN(CCCl)CCCl.Cl. Cell line: CCRF-CEM. Synergy scores: CSS=21.1, Synergy_ZIP=0.0826, Synergy_Bliss=-0.735, Synergy_Loewe=-45.6, Synergy_HSA=-6.95. (4) Drug 1: CC1=C(C=C(C=C1)NC2=NC=CC(=N2)N(C)C3=CC4=NN(C(=C4C=C3)C)C)S(=O)(=O)N.Cl. Drug 2: CC1=C2C(C(=O)C3(C(CC4C(C3C(C(C2(C)C)(CC1OC(=O)C(C(C5=CC=CC=C5)NC(=O)C6=CC=CC=C6)O)O)OC(=O)C7=CC=CC=C7)(CO4)OC(=O)C)O)C)OC(=O)C. Cell line: HS 578T. Synergy scores: CSS=63.3, Synergy_ZIP=19.6, Synergy_Bliss=19.1, Synergy_Loewe=-24.3, Synergy_HSA=17.4.